Task: Predict the product of the given reaction.. Dataset: Forward reaction prediction with 1.9M reactions from USPTO patents (1976-2016) (1) The product is: [C:1](#[N:2])[CH3:3].[OH2:21].[C:16]([OH:21])([C:17]([F:20])([F:19])[F:18])=[O:32].[C:16]([OH:21])([C:17]([F:20])([F:19])[F:18])=[O:32]. Given the reactants [C:1]([CH2:3]C1(N2CCC(N([C@@H]3C[C@H]3C3C=CC=CC=3)[C:16](=[O:21])[C:17]([F:20])([F:19])[F:18])CC2)CN(C)C1)#[N:2].C[OH:32].[OH-].[Na+].O, predict the reaction product. (2) Given the reactants [C:1]([C:3]1[C:4]([NH:18][CH2:19]C(O)=O)=[N:5][C:6]([C:14]([F:17])([F:16])[F:15])=[C:7]([C:9]([O:11][CH2:12][CH3:13])=[O:10])[CH:8]=1)#[N:2].[Cl:23][C:24]1[S:28][C:27]([S:29]([NH2:32])(=[O:31])=[O:30])=[CH:26][CH:25]=1, predict the reaction product. The product is: [Cl:23][C:24]1[S:28][C:27]([S:29]([NH:32][C:9]([CH:7]2[CH2:6][CH2:14][CH:19]([NH:18][C:4]3[C:3]([C:1]#[N:2])=[CH:8][C:7]([C:9]([O:11][CH2:12][CH3:13])=[O:10])=[C:6]([C:14]([F:17])([F:15])[F:16])[N:5]=3)[CH2:8]2)=[O:10])(=[O:31])=[O:30])=[CH:26][CH:25]=1.